This data is from Full USPTO retrosynthesis dataset with 1.9M reactions from patents (1976-2016). The task is: Predict the reactants needed to synthesize the given product. (1) Given the product [C:1]([C:3]1[CH:4]=[C:5]([CH2:27][C:28]([OH:30])=[O:29])[CH:6]=[CH:7][C:8]=1[O:9][C:10]1[CH:11]=[CH:12][C:13]([C:16](=[O:26])[NH:17][CH2:18][CH2:19][C:20]2[CH:21]=[CH:22][CH:23]=[CH:24][CH:25]=2)=[CH:14][CH:15]=1)#[N:2], predict the reactants needed to synthesize it. The reactants are: [C:1]([C:3]1[CH:4]=[C:5]([CH2:27][C:28]([O:30]C(C)(C)C)=[O:29])[CH:6]=[CH:7][C:8]=1[O:9][C:10]1[CH:15]=[CH:14][C:13]([C:16](=[O:26])[NH:17][CH2:18][CH2:19][C:20]2[CH:25]=[CH:24][CH:23]=[CH:22][CH:21]=2)=[CH:12][CH:11]=1)#[N:2].C(O)(C(F)(F)F)=O. (2) The reactants are: Br[C:2]1[CH:10]=[C:9]2[C:5]([C:6]([O:17][CH3:18])=[N:7][N:8]2[C:11]2[CH:16]=[CH:15][CH:14]=[CH:13][CH:12]=2)=[CH:4][CH:3]=1.C(OC([N:26]1[CH2:31][CH2:30][CH:29]([N:32]2[CH2:36][CH2:35][NH:34][C:33]2=[O:37])[CH2:28][CH2:27]1)=O)(C)(C)C.[ClH:38]. Given the product [ClH:38].[CH3:18][O:17][C:6]1[C:5]2[C:9](=[CH:10][C:2]([N:34]3[CH2:35][CH2:36][N:32]([CH:29]4[CH2:28][CH2:27][NH:26][CH2:31][CH2:30]4)[C:33]3=[O:37])=[CH:3][CH:4]=2)[N:8]([C:11]2[CH:16]=[CH:15][CH:14]=[CH:13][CH:12]=2)[N:7]=1, predict the reactants needed to synthesize it. (3) Given the product [CH3:2][C@H:3]1[CH2:7][CH2:6][CH2:5][N:4]1[CH2:13][CH2:14][C:15]1[O:16][C:17]2[CH:23]=[CH:22][C:21]([C:24]3[CH:29]=[CH:28][C:27]([C:30]#[N:31])=[CH:26][CH:25]=3)=[CH:20][C:18]=2[CH:19]=1, predict the reactants needed to synthesize it. The reactants are: Br.[CH3:2][C@H:3]1[CH2:7][CH2:6][CH2:5][NH:4]1.CS(O[CH2:13][CH2:14][C:15]1[O:16][C:17]2[CH:23]=[CH:22][C:21]([C:24]3[CH:29]=[CH:28][C:27]([C:30]#[N:31])=[CH:26][CH:25]=3)=[CH:20][C:18]=2[CH:19]=1)(=O)=O. (4) Given the product [CH2:37]([O:39][C:40](=[O:49])[CH2:41][C:42]1[CH:43]=[N:44][C:45]([C:18]2[CH:19]=[CH:20][C:15]([C:12]([CH2:13][CH3:14])([C:9]3[CH:10]=[CH:11][C:6](/[CH:5]=[CH:4]/[C:3]([CH2:34][CH3:35])([OH:36])[CH2:1][CH3:2])=[C:7]([CH3:33])[CH:8]=3)[CH2:31][CH3:32])=[CH:16][C:17]=2[CH3:30])=[CH:46][CH:47]=1)[CH3:38], predict the reactants needed to synthesize it. The reactants are: [CH2:1]([C:3]([OH:36])([CH2:34][CH3:35])[CH2:4][CH2:5][C:6]1[CH:11]=[CH:10][C:9]([C:12]([CH2:31][CH3:32])([C:15]2[CH:20]=[CH:19][C:18](B3OC(C)(C)C(C)(C)O3)=[C:17]([CH3:30])[CH:16]=2)[CH2:13][CH3:14])=[CH:8][C:7]=1[CH3:33])[CH3:2].[CH2:37]([O:39][C:40](=[O:49])[CH2:41][C:42]1[CH:43]=[N:44][C:45](Br)=[CH:46][CH:47]=1)[CH3:38].P([O-])([O-])([O-])=O.[K+].[K+].[K+].